From a dataset of Reaction yield outcomes from USPTO patents with 853,638 reactions. Predict the reaction yield, written as a fraction of the theoretical maximum amount of product (1.0 means a 100% yield; for example, 0.34 means a 34% yield). The reactants are COC1C=C(OC)C=CC=1C[N:6](CC1C=CC(OC)=CC=1OC)[C:7]([C:9]1[N:10]=[CH:11][C:12]([O:15][C:16]2[C:17]3[C:21]([CH:22]=[C:23]([C:25]([NH:27][C:28]4[CH:33]=[CH:32][C:31]([CH3:34])=[CH:30][N:29]=4)=[O:26])[CH:24]=2)=[N:20][N:19]([CH2:35][CH3:36])[CH:18]=3)=[N:13][CH:14]=1)=[O:8].C([SiH](CC)CC)C.FC(F)(F)C(O)=O. The catalyst is ClCCl. The product is [C:7]([C:9]1[N:10]=[CH:11][C:12]([O:15][C:16]2[C:17]3[C:21]([CH:22]=[C:23]([C:25]([NH:27][C:28]4[CH:33]=[CH:32][C:31]([CH3:34])=[CH:30][N:29]=4)=[O:26])[CH:24]=2)=[N:20][N:19]([CH2:35][CH3:36])[CH:18]=3)=[N:13][CH:14]=1)(=[O:8])[NH2:6]. The yield is 0.340.